From a dataset of Forward reaction prediction with 1.9M reactions from USPTO patents (1976-2016). Predict the product of the given reaction. (1) The product is: [CH3:1][O:2][C:3]1[CH:8]=[CH:7][C:6]([N:9]2[CH2:24][CH2:23][CH:13]([C:14]#[N:15])[S:10]2(=[O:12])=[O:11])=[CH:5][CH:4]=1. Given the reactants [CH3:1][O:2][C:3]1[CH:8]=[CH:7][C:6]([NH:9][S:10]([CH2:13][C:14]#[N:15])(=[O:12])=[O:11])=[CH:5][CH:4]=1.C(=O)([O-])[O-].[K+].[K+].Br[CH2:23][CH2:24]Br.Cl, predict the reaction product. (2) Given the reactants C(OC([N:8]1[CH2:12][CH2:11][CH:10]([CH2:13][C:14]2[N:22]3[C:17]([C:18]([NH2:23])=[N:19][CH:20]=[N:21]3)=[C:16]([C:24]3[CH:25]=[CH:26][C:27]4[C:31]([CH:32]=3)=[N:30][N:29]([CH2:33][C:34]3[CH:39]=[CH:38][CH:37]=[CH:36][CH:35]=3)[CH:28]=4)[CH:15]=2)[CH2:9]1)=O)(C)(C)C.C(O)(C(F)(F)F)=O, predict the reaction product. The product is: [CH2:33]([N:29]1[CH:28]=[C:27]2[C:31]([CH:32]=[C:24]([C:16]3[CH:15]=[C:14]([CH2:13][CH:10]4[CH2:11][CH2:12][NH:8][CH2:9]4)[N:22]4[C:17]=3[C:18]([NH2:23])=[N:19][CH:20]=[N:21]4)[CH:25]=[CH:26]2)=[N:30]1)[C:34]1[CH:35]=[CH:36][CH:37]=[CH:38][CH:39]=1. (3) Given the reactants [C:1]([C:3]1[CH:8]=[CH:7][C:6]([NH:9][S:10]([CH3:13])(=[O:12])=[O:11])=[C:5]([F:14])[CH:4]=1)#[N:2].[H][H], predict the reaction product. The product is: [NH2:2][CH2:1][C:3]1[CH:8]=[CH:7][C:6]([NH:9][S:10]([CH3:13])(=[O:12])=[O:11])=[C:5]([F:14])[CH:4]=1. (4) Given the reactants [CH3:1][O:2][C:3]1[CH:8]=[CH:7][C:6]([NH:9][C:10]([C:12]2[CH:17]=[CH:16][C:15]([C:18]3[CH:23]=[CH:22][CH:21]=[CH:20][CH:19]=3)=[CH:14][CH:13]=2)=[O:11])=[CH:5][C:4]=1[NH:24][C:25](=[O:35])[CH2:26][N:27]1[CH2:33][CH:32]2[O:34][CH:29](CC2)[CH2:28]1.ClCC(NC1C=C(NC(C2C=CC(C3C=CC=CC=3)=CC=2)=O)C=CC=1OC)=O.COCCNC.C(N(CC)CC)C, predict the reaction product. The product is: [CH3:1][O:2][C:3]1[CH:8]=[CH:7][C:6]([NH:9][C:10]([C:12]2[CH:17]=[CH:16][C:15]([C:18]3[CH:23]=[CH:22][CH:21]=[CH:20][CH:19]=3)=[CH:14][CH:13]=2)=[O:11])=[CH:5][C:4]=1[NH:24][C:25](=[O:35])[CH2:26][N:27]([CH2:28][CH2:29][O:34][CH3:32])[CH3:33]. (5) The product is: [CH3:1][S:2]([C:4]1[CH:5]=[C:6]([CH:11]=[CH:12][CH:13]=1)[C:7]([O:9][CH3:10])=[O:8])(=[NH:18])=[O:3]. Given the reactants [CH3:1][S:2]([C:4]1[CH:5]=[C:6]([CH:11]=[CH:12][CH:13]=1)[C:7]([O:9][CH3:10])=[O:8])=[O:3].FC(F)(F)C([NH2:18])=O.[O-2].[Mg+2].C(O)(=O)C.C(O)(=O)C.IC1C=CC=CC=1.C([O-])([O-])=O.[K+].[K+], predict the reaction product.